From a dataset of Reaction yield outcomes from USPTO patents with 853,638 reactions. Predict the reaction yield, written as a fraction of the theoretical maximum amount of product (1.0 means a 100% yield; for example, 0.34 means a 34% yield). (1) The reactants are N#N.[F:3][C:4]1[C:5]([N:25]2[CH2:30][CH2:29][CH2:28][CH2:27][CH2:26]2)=[C:6]([CH:22]=[CH:23][CH:24]=1)[C:7]([C@@H:9]1[CH2:14][CH2:13][CH2:12][N:11]([C:15]([O:17][C:18]([CH3:21])([CH3:20])[CH3:19])=[O:16])[CH2:10]1)=[O:8].[CH3:31][O:32][CH2:33][CH2:34][CH2:35][CH2:36][Mg]Cl. The catalyst is C1COCC1. The product is [F:3][C:4]1[C:5]([N:25]2[CH2:30][CH2:29][CH2:28][CH2:27][CH2:26]2)=[C:6]([C@:7]([C@@H:9]2[CH2:14][CH2:13][CH2:12][N:11]([C:15]([O:17][C:18]([CH3:19])([CH3:20])[CH3:21])=[O:16])[CH2:10]2)([OH:8])[CH2:36][CH2:35][CH2:34][CH2:33][O:32][CH3:31])[CH:22]=[CH:23][CH:24]=1. The yield is 0.600. (2) The reactants are C1C=CC2N(O)N=NC=2C=1.CCN(C(C)C)C(C)C.[C:20]1([C:26]2[O:30][N:29]=[C:28]([C:31]([OH:33])=O)[CH:27]=2)[CH:25]=[CH:24][CH:23]=[CH:22][CH:21]=1.CCN=C=NCCCN(C)C.Cl.[NH2:46][CH2:47][C:48]([N:50]1[CH2:55][CH2:54][N:53]([C:56](=[O:67])[C:57]2[CH:62]=[CH:61][CH:60]=[CH:59][C:58]=2[C:63]([F:66])([F:65])[F:64])[CH2:52][CH2:51]1)=[O:49]. The catalyst is CN(C=O)C.O. The product is [O:49]=[C:48]([N:50]1[CH2:51][CH2:52][N:53]([C:56](=[O:67])[C:57]2[CH:62]=[CH:61][CH:60]=[CH:59][C:58]=2[C:63]([F:66])([F:65])[F:64])[CH2:54][CH2:55]1)[CH2:47][NH:46][C:31]([C:28]1[CH:27]=[C:26]([C:20]2[CH:21]=[CH:22][CH:23]=[CH:24][CH:25]=2)[O:30][N:29]=1)=[O:33]. The yield is 0.203. (3) The reactants are [O:1]1[CH:5]=[CH:4][CH:3]=[C:2]1[C:6]1[C:7]2[S:20][CH:19]=[CH:18][C:8]=2[N:9]=[C:10]([CH2:12][C:13](OCC)=[O:14])[N:11]=1.[H-].C([Al+]CC(C)C)C(C)C. The catalyst is ClCCl. The product is [O:1]1[CH:5]=[CH:4][CH:3]=[C:2]1[C:6]1[C:7]2[S:20][CH:19]=[CH:18][C:8]=2[N:9]=[C:10]([CH2:12][CH2:13][OH:14])[N:11]=1. The yield is 0.250. (4) The reactants are Br[C:2]1[CH:14]=[CH:13][C:5]2[NH:6][C:7](=[O:12])[O:8][C:9]([CH3:11])([CH3:10])[C:4]=2[CH:3]=1.[C:15]([O:19][C:20]([N:22]1[CH:26]=[CH:25][CH:24]=[C:23]1B(O)O)=[O:21])([CH3:18])([CH3:17])[CH3:16].C(=O)([O-])[O-].[K+].[K+].C(=O)(O)[O-].[Na+]. The catalyst is C1(C)C=CC=CC=1.C(O)C.O.C1C=CC([P]([Pd]([P](C2C=CC=CC=2)(C2C=CC=CC=2)C2C=CC=CC=2)([P](C2C=CC=CC=2)(C2C=CC=CC=2)C2C=CC=CC=2)[P](C2C=CC=CC=2)(C2C=CC=CC=2)C2C=CC=CC=2)(C2C=CC=CC=2)C2C=CC=CC=2)=CC=1. The product is [C:15]([O:19][C:20]([N:22]1[CH:26]=[CH:25][CH:24]=[C:23]1[C:2]1[CH:14]=[CH:13][C:5]2[NH:6][C:7](=[O:12])[O:8][C:9]([CH3:11])([CH3:10])[C:4]=2[CH:3]=1)=[O:21])([CH3:18])([CH3:16])[CH3:17]. The yield is 0.620. (5) The reactants are [NH2:1][CH2:2][CH2:3][CH2:4][C@H:5]([NH:14][S:15]([C:18]1[C:27]2[C:22](=[CH:23][CH:24]=[CH:25][CH:26]=2)[C:21]([CH3:28])=[CH:20][CH:19]=1)(=[O:17])=[O:16])[CH2:6][O:7][C:8]1[CH:13]=[CH:12][CH:11]=[CH:10][CH:9]=1.[CH3:29][C:30]([CH3:32])=O.C(O[BH-](OC(=O)C)OC(=O)C)(=O)C.[Na+].C(O)(=O)C.CCN(C(C)C)C(C)C. The catalyst is C[C@H](NC([C@H]1N(C([C@@H](NC([C@@H](N)CC2C=CC(O)=CC=2)=O)CC(O)=O)=O)CCC1)=O)C(N1[C@H](C(N2[C@H](C(N3[C@H](C(N4[C@H](C(N5[C@H](C(N6[C@H](C(O)=O)CCC6)=O)CCC5)=O)CCC4)=O)CCC3)=O)CCC2)=O)CCC1)=O. The product is [CH:30]([NH:1][CH2:2][CH2:3][CH2:4][C@H:5]([NH:14][S:15]([C:18]1[C:27]2[C:22](=[CH:23][CH:24]=[CH:25][CH:26]=2)[C:21]([CH3:28])=[CH:20][CH:19]=1)(=[O:17])=[O:16])[CH2:6][O:7][C:8]1[CH:9]=[CH:10][CH:11]=[CH:12][CH:13]=1)([CH3:32])[CH3:29]. The yield is 0.280. (6) The reactants are [NH2:1][C:2]1[CH:3]=[N:4][CH:5]=[CH:6][C:7]=1[N:8]1[CH2:13][C@H:12]([CH3:14])[CH2:11][C@H:10]([NH:15][C:16](=[O:22])[O:17][C:18]([CH3:21])([CH3:20])[CH3:19])[CH2:9]1.[C:23]([O:27][C:28]([NH:30][C:31]1[O:39][C:38]2[C:33](=[N:34][CH:35]=[C:36]([C:40]3[C:45]([F:46])=[CH:44][CH:43]=[CH:42][C:41]=3[F:47])[CH:37]=2)[C:32]=1[C:48](O)=[O:49])=[O:29])([CH3:26])([CH3:25])[CH3:24].CCN(C(C)C)C(C)C.CN(C(ON1N=NC2C=CC=NC1=2)=[N+](C)C)C.F[P-](F)(F)(F)(F)F. The catalyst is ClCCCl. The product is [C:23]([O:27][C:28]([NH:30][C:31]1[O:39][C:38]2[C:33](=[N:34][CH:35]=[C:36]([C:40]3[C:45]([F:46])=[CH:44][CH:43]=[CH:42][C:41]=3[F:47])[CH:37]=2)[C:32]=1[C:48]([NH:1][C:2]1[CH:3]=[N:4][CH:5]=[CH:6][C:7]=1[N:8]1[CH2:13][C@H:12]([CH3:14])[CH2:11][C@H:10]([NH:15][C:16](=[O:22])[O:17][C:18]([CH3:21])([CH3:20])[CH3:19])[CH2:9]1)=[O:49])=[O:29])([CH3:26])([CH3:24])[CH3:25]. The yield is 0.120. (7) The reactants are O[C:2]1[CH:7]=[C:6]([O:8][CH3:9])[CH:5]=[CH:4][C:3]=1[C:10]1([CH2:25][OH:26])[C:18]2[C:13](=[CH:14][CH:15]=[CH:16][CH:17]=2)[N:12]([CH2:19][CH2:20][CH2:21][CH2:22][CH3:23])[C:11]1=[O:24].C1(CCN2C3C(=CC=CC=3)C(C3C(O)=CC4OCOC=4C=3)(CO)C2=O)CC1. No catalyst specified. The product is [CH3:9][O:8][C:6]1[CH:5]=[CH:4][C:3]2[C:10]3([CH2:25][O:26][C:2]=2[CH:7]=1)[C:18]1[C:13](=[CH:14][CH:15]=[CH:16][CH:17]=1)[N:12]([CH2:19][CH2:20][CH2:21][CH2:22][CH3:23])[C:11]3=[O:24]. The yield is 0.990. (8) The reactants are [NH2:1][C:2]1[C:3]([C:8]([O:10][CH3:11])=[O:9])=[N:4][CH:5]=[CH:6][N:7]=1.[I:12]N1C(=O)CCC1=O.S([O-])([O-])(=O)=S.[Na+].[Na+]. The catalyst is CN(C=O)C. The product is [CH3:11][O:10][C:8]([C:3]1[C:2]([NH2:1])=[N:7][CH:6]=[C:5]([I:12])[N:4]=1)=[O:9]. The yield is 0.610. (9) The reactants are [CH3:1][C:2]1[S:3][C:4]2[CH:10]=[C:9]([C:11](=[O:27])[CH2:12][CH2:13][CH:14]3[CH2:19][CH2:18][N:17]([CH2:20]C4C=CC=CC=4)[CH2:16][CH2:15]3)[CH:8]=[CH:7][C:5]=2[N:6]=1.ClC(O[CH:32]([Cl:34])[CH3:33])=O.[OH2:35]. The catalyst is ClCCCl. The product is [CH3:1][C:2]1[S:3][C:4]2[CH:10]=[C:9]([C:11](=[O:27])[CH2:12][CH2:13][CH:14]3[CH2:19][CH2:18][N:17]([C:20]([CH:32]([Cl:34])[CH3:33])=[O:35])[CH2:16][CH2:15]3)[CH:8]=[CH:7][C:5]=2[N:6]=1. The yield is 1.00.